This data is from NCI-60 drug combinations with 297,098 pairs across 59 cell lines. The task is: Regression. Given two drug SMILES strings and cell line genomic features, predict the synergy score measuring deviation from expected non-interaction effect. Drug 1: CC1C(C(=O)NC(C(=O)N2CCCC2C(=O)N(CC(=O)N(C(C(=O)O1)C(C)C)C)C)C(C)C)NC(=O)C3=C4C(=C(C=C3)C)OC5=C(C(=O)C(=C(C5=N4)C(=O)NC6C(OC(=O)C(N(C(=O)CN(C(=O)C7CCCN7C(=O)C(NC6=O)C(C)C)C)C)C(C)C)C)N)C. Drug 2: CC1C(C(CC(O1)OC2CC(OC(C2O)C)OC3=CC4=CC5=C(C(=O)C(C(C5)C(C(=O)C(C(C)O)O)OC)OC6CC(C(C(O6)C)O)OC7CC(C(C(O7)C)O)OC8CC(C(C(O8)C)O)(C)O)C(=C4C(=C3C)O)O)O)O. Cell line: SR. Synergy scores: CSS=89.7, Synergy_ZIP=7.88, Synergy_Bliss=8.48, Synergy_Loewe=4.23, Synergy_HSA=10.5.